Dataset: Forward reaction prediction with 1.9M reactions from USPTO patents (1976-2016). Task: Predict the product of the given reaction. (1) The product is: [Cl:21][C:22]1[CH:27]=[CH:26][C:25]([CH2:28][C:29]([NH:1][N:2]2[N:11]=[C:10]([C:12]3[CH:17]=[CH:16][C:15]([CH3:18])=[CH:14][C:13]=3[CH3:19])[C:9]3[C:4](=[CH:5][CH:6]=[CH:7][CH:8]=3)[C:3]2=[O:20])=[O:30])=[CH:24][CH:23]=1. Given the reactants [NH2:1][N:2]1[N:11]=[C:10]([C:12]2[CH:17]=[CH:16][C:15]([CH3:18])=[CH:14][C:13]=2[CH3:19])[C:9]2[C:4](=[CH:5][CH:6]=[CH:7][CH:8]=2)[C:3]1=[O:20].[Cl:21][C:22]1[CH:27]=[CH:26][C:25]([CH2:28][C:29](O)=[O:30])=[CH:24][CH:23]=1, predict the reaction product. (2) Given the reactants [CH2:1]([O:3][C:4]([C:6]1[S:26][C:9]2[N:10]=[C:11](S(C)(=O)=O)[N:12]=[C:13]([C:14]3[CH:19]=[CH:18][C:17]([Cl:20])=[C:16]([Cl:21])[CH:15]=3)[C:8]=2[CH:7]=1)=[O:5])[CH3:2].[NH3:27], predict the reaction product. The product is: [CH2:1]([O:3][C:4]([C:6]1[S:26][C:9]2[N:10]=[C:11]([NH2:27])[N:12]=[C:13]([C:14]3[CH:19]=[CH:18][C:17]([Cl:20])=[C:16]([Cl:21])[CH:15]=3)[C:8]=2[CH:7]=1)=[O:5])[CH3:2]. (3) Given the reactants [F:1][C:2]1[CH:3]=[C:4]([C:21]([NH2:23])=[O:22])[C:5]2[O:9][C:8]([C:10]3[CH:15]=[CH:14][C:13]([CH2:16][N:17](C)[CH3:18])=[CH:12][CH:11]=3)=[CH:7][C:6]=2[CH:20]=1.[F:24]C1C=C(C(OC)=O)C2OC(C3C=CC(CNC)=C(F)C=3)=CC=2C=1, predict the reaction product. The product is: [F:1][C:2]1[CH:3]=[C:4]([C:21]([NH2:23])=[O:22])[C:5]2[O:9][C:8]([C:10]3[CH:15]=[CH:14][C:13]([CH2:16][NH:17][CH3:18])=[C:12]([F:24])[CH:11]=3)=[CH:7][C:6]=2[CH:20]=1.